This data is from Forward reaction prediction with 1.9M reactions from USPTO patents (1976-2016). The task is: Predict the product of the given reaction. (1) Given the reactants C([O:5][C:6](=[O:57])[CH2:7][CH2:8][C@H:9]([NH:23][C:24]([C:26]1[N:30]2[C@:31]([CH3:56])([CH2:44][C:45]3[CH:50]=[CH:49][C:48]([O:51][C:52]([F:55])([F:54])[F:53])=[CH:47][CH:46]=3)[C:32](=[O:43])[N:33]([C:34]3[CH:39]=[C:38]([Cl:40])[C:37]([F:41])=[C:36]([Cl:42])[CH:35]=3)[C:29]2=[N:28][CH:27]=1)=[O:25])[C:10](=[O:22])[NH:11][C:12]([CH3:21])([C:15]1[CH:20]=[CH:19][CH:18]=[CH:17][N:16]=1)[CH2:13][CH3:14])(C)(C)C.Cl.O1CCOCC1, predict the reaction product. The product is: [Cl:40][C:38]1[CH:39]=[C:34]([N:33]2[C:29]3=[N:28][CH:27]=[C:26]([C:24]([NH:23][C@H:9]([C:10](=[O:22])[NH:11][C:12]([CH3:21])([C:15]4[CH:20]=[CH:19][CH:18]=[CH:17][N:16]=4)[CH2:13][CH3:14])[CH2:8][CH2:7][C:6]([OH:57])=[O:5])=[O:25])[N:30]3[C@:31]([CH3:56])([CH2:44][C:45]3[CH:46]=[CH:47][C:48]([O:51][C:52]([F:54])([F:53])[F:55])=[CH:49][CH:50]=3)[C:32]2=[O:43])[CH:35]=[C:36]([Cl:42])[C:37]=1[F:41]. (2) Given the reactants Cl[C:2]1[C:3]2[NH:10][CH:9]=[CH:8][C:4]=2[N:5]=[CH:6][N:7]=1.[O:11]([C:18]1[CH:23]=[CH:22][C:21]([OH:24])=[CH:20][CH:19]=1)[C:12]1[CH:17]=[CH:16][CH:15]=[CH:14][CH:13]=1.C(O[C:30](=[O:37])[NH:31][C@H:32]1[CH2:35][C@H:34](O)[CH2:33]1)(C)(C)C.[C:38](Cl)(=O)[CH:39]=C, predict the reaction product. The product is: [O:11]([C:18]1[CH:19]=[CH:20][C:21]([O:24][C:2]2[C:3]3[N:10]([C@@H:34]4[CH2:33][C@H:32]([NH:31][C:30](=[O:37])[CH:38]=[CH2:39])[CH2:35]4)[CH:9]=[CH:8][C:4]=3[N:5]=[CH:6][N:7]=2)=[CH:22][CH:23]=1)[C:12]1[CH:17]=[CH:16][CH:15]=[CH:14][CH:13]=1. (3) Given the reactants Br[C:2]1[CH:3]=[C:4]([CH:25]=[CH:26][N:27]=1)[C:5]([NH:7][C:8]1[S:9][C:10]2[C:16]([CH:17]3[CH2:22][CH2:21][O:20][CH2:19][CH2:18]3)=[CH:15][CH:14]=[C:13]([O:23][CH3:24])[C:11]=2[N:12]=1)=[O:6].[H-].[Na+].[CH:30]([OH:33])([CH3:32])[CH3:31], predict the reaction product. The product is: [CH:30]([O:33][C:2]1[CH:3]=[C:4]([CH:25]=[CH:26][N:27]=1)[C:5]([NH:7][C:8]1[S:9][C:10]2[C:16]([CH:17]3[CH2:22][CH2:21][O:20][CH2:19][CH2:18]3)=[CH:15][CH:14]=[C:13]([O:23][CH3:24])[C:11]=2[N:12]=1)=[O:6])([CH3:32])[CH3:31]. (4) Given the reactants [Cl-].O[NH3+:3].[C:4](=[O:7])([O-])[OH:5].[Na+].CS(C)=O.[O:13]=[C:14]1[C:19]([CH2:20][C:21]2[CH:26]=[CH:25][C:24]([C:27]3[C:28]([C:33]#[N:34])=[CH:29][CH:30]=[CH:31][CH:32]=3)=[CH:23][CH:22]=2)=[C:18]([CH2:35][CH2:36][CH3:37])[N:17]2[N:38]=[CH:39][N:40]=[C:16]2[N:15]1[C:41]1[CH:46]=[CH:45][CH:44]=[CH:43][CH:42]=1, predict the reaction product. The product is: [O:7]=[C:4]1[O:5][N:3]=[C:33]([C:28]2[CH:29]=[CH:30][CH:31]=[CH:32][C:27]=2[C:24]2[CH:23]=[CH:22][C:21]([CH2:20][C:19]3[C:14](=[O:13])[N:15]([C:41]4[CH:42]=[CH:43][CH:44]=[CH:45][CH:46]=4)[C:16]4[N:17]([N:38]=[CH:39][N:40]=4)[C:18]=3[CH2:35][CH2:36][CH3:37])=[CH:26][CH:25]=2)[NH:34]1. (5) Given the reactants [OH:1][C:2]1[CH:9]=[CH:8][C:5]([CH:6]=O)=[CH:4][CH:3]=1.[NH:10]1[CH2:16][C:14](=[O:15])[NH:13][C:11]1=[O:12].N1CCCCC1.Cl, predict the reaction product. The product is: [OH:1][C:2]1[CH:9]=[CH:8][C:5]([CH:6]=[C:16]2[NH:10][C:11](=[O:12])[NH:13][C:14]2=[O:15])=[CH:4][CH:3]=1. (6) Given the reactants Cl[C:2]1[C:3]([NH2:9])=[N:4][CH:5]=[N:6][C:7]=1Cl.[NH2:10][CH2:11][CH:12]1[CH2:17][CH2:16][N:15]([C:18]([O:20]C(C)(C)C)=O)[CH2:14][CH2:13]1.[O:25]([C:32]1[CH:37]=[CH:36][C:35](B(O)O)=[CH:34][CH:33]=1)[C:26]1[CH:31]=[CH:30][CH:29]=[CH:28][CH:27]=1.[C:41](O)(=O)C, predict the reaction product. The product is: [NH2:9][C:3]1[N:4]=[CH:5][N:6]=[C:7]([NH:10][CH2:11][CH:12]2[CH2:13][CH2:14][N:15]([C:18](=[O:20])[CH3:41])[CH2:16][CH2:17]2)[C:2]=1[C:29]1[CH:30]=[CH:31][C:26]([O:25][C:32]2[CH:37]=[CH:36][CH:35]=[CH:34][CH:33]=2)=[CH:27][CH:28]=1.